Dataset: TCR-epitope binding with 47,182 pairs between 192 epitopes and 23,139 TCRs. Task: Binary Classification. Given a T-cell receptor sequence (or CDR3 region) and an epitope sequence, predict whether binding occurs between them. (1) The epitope is YLNTLTLAV. The TCR CDR3 sequence is CASVLGTEETQYF. Result: 1 (the TCR binds to the epitope). (2) The epitope is KLMNIQQKL. The TCR CDR3 sequence is CASRMGDINTGELFF. Result: 0 (the TCR does not bind to the epitope). (3) The epitope is LLWNGPMAV. The TCR CDR3 sequence is CASSQERAWDEQYF. Result: 0 (the TCR does not bind to the epitope). (4) The epitope is ILHCANFNV. The TCR CDR3 sequence is CASRGLAHTQYF. Result: 1 (the TCR binds to the epitope). (5) The epitope is VLWAHGFEL. The TCR CDR3 sequence is CASSQGGNQPQHF. Result: 1 (the TCR binds to the epitope). (6) The epitope is KLVALGINAV. The TCR CDR3 sequence is CASSLAQGQPQHF. Result: 1 (the TCR binds to the epitope). (7) The epitope is NLVPMVATV. The TCR CDR3 sequence is CASRQGPGELFF. Result: 1 (the TCR binds to the epitope).